From a dataset of Forward reaction prediction with 1.9M reactions from USPTO patents (1976-2016). Predict the product of the given reaction. (1) Given the reactants [C:1]([O:5][C:6]([N:8]1[CH2:12][CH:11]=[C:10]([C:13]2[CH:18]=[CH:17][C:16]([C:19]([OH:21])=[O:20])=[CH:15][C:14]=2[C:22]([F:25])([F:24])[F:23])[CH2:9]1)=[O:7])([CH3:4])([CH3:3])[CH3:2].[H][H], predict the reaction product. The product is: [C:1]([O:5][C:6]([N:8]1[CH2:12][CH2:11][CH:10]([C:13]2[CH:18]=[CH:17][C:16]([C:19]([OH:21])=[O:20])=[CH:15][C:14]=2[C:22]([F:25])([F:23])[F:24])[CH2:9]1)=[O:7])([CH3:4])([CH3:2])[CH3:3]. (2) Given the reactants [OH-].[Na+].[NH2:3][C:4]1[CH:5]=[C:6]([C:10]2[CH:11]=[CH:12][N:13]3[C:18]([C:19]=2[CH3:20])=[C:17]([CH:21]2[CH2:23][CH2:22]2)[CH:16]=[C:15]([C:24]([O:26]CC)=[O:25])[C:14]3=[O:29])[CH:7]=[CH:8][CH:9]=1, predict the reaction product. The product is: [NH2:3][C:4]1[CH:5]=[C:6]([C:10]2[CH:11]=[CH:12][N:13]3[C:18]([C:19]=2[CH3:20])=[C:17]([CH:21]2[CH2:23][CH2:22]2)[CH:16]=[C:15]([C:24]([OH:26])=[O:25])[C:14]3=[O:29])[CH:7]=[CH:8][CH:9]=1. (3) Given the reactants [CH:1]1([CH:7]([C:9]2[C:10]([CH2:20][CH2:21][C:22]3[CH:27]=[CH:26][CH:25]=[CH:24][CH:23]=3)=[N:11][N:12]([C:14]3[CH:19]=[CH:18][CH:17]=[CH:16][CH:15]=3)[CH:13]=2)O)[CH2:6][CH2:5][CH2:4][CH2:3][CH2:2]1.[NH2:28][C:29]1[CH:34]=[CH:33][C:32]([C:35]([N:37]([CH3:45])[CH2:38][CH2:39][C:40]([O:42]CC)=[O:41])=[O:36])=[CH:31][CH:30]=1, predict the reaction product. The product is: [CH:1]1([CH:7]([NH:28][C:29]2[CH:30]=[CH:31][C:32]([C:35]([N:37]([CH3:45])[CH2:38][CH2:39][C:40]([OH:42])=[O:41])=[O:36])=[CH:33][CH:34]=2)[C:9]2[C:10]([CH2:20][CH2:21][C:22]3[CH:27]=[CH:26][CH:25]=[CH:24][CH:23]=3)=[N:11][N:12]([C:14]3[CH:19]=[CH:18][CH:17]=[CH:16][CH:15]=3)[CH:13]=2)[CH2:6][CH2:5][CH2:4][CH2:3][CH2:2]1. (4) Given the reactants [CH:1]1([C:7]2[S:8][C:9]3[C:15]([O:16]C)=[CH:14][CH:13]=[C:12]([O:18]C)[C:10]=3[N:11]=2)[CH2:6][CH2:5][CH2:4][CH2:3][CH2:2]1.[Ce+4].[N+]([O-])([O-])=O.[NH4+], predict the reaction product. The product is: [CH:1]1([C:7]2[S:8][C:9]3[C:15](=[O:16])[CH:14]=[CH:13][C:12](=[O:18])[C:10]=3[N:11]=2)[CH2:2][CH2:3][CH2:4][CH2:5][CH2:6]1. (5) Given the reactants Br[C:2]1[CH:7]=[CH:6][CH:5]=[C:4]([CH2:8][O:9][CH2:10][O:11][CH3:12])[CH:3]=1.C(N(CC)CC)C.C1(C)C=CC=CC=1P(C1C=CC=CC=1C)C1C=CC=CC=1C.[C:42]([O:46][CH2:47][CH3:48])(=[O:45])[CH:43]=[CH2:44], predict the reaction product. The product is: [CH3:12][O:11][CH2:10][O:9][CH2:8][C:4]1[CH:3]=[C:2](/[CH:44]=[CH:43]/[C:42]([O:46][CH2:47][CH3:48])=[O:45])[CH:7]=[CH:6][CH:5]=1. (6) Given the reactants [CH2:1]([C:3]1([C:7]2[CH:14]=[CH:13][C:10]([CH:11]=[O:12])=[CH:9][CH:8]=2)[CH2:6][CH2:5][CH2:4]1)[CH3:2].C(C1(C2C=CC(C=O)=CC=2)CC1)C.[BH4-].[K+], predict the reaction product. The product is: [CH2:1]([C:3]1([C:7]2[CH:8]=[CH:9][C:10]([CH2:11][OH:12])=[CH:13][CH:14]=2)[CH2:4][CH2:5][CH2:6]1)[CH3:2].